From a dataset of Forward reaction prediction with 1.9M reactions from USPTO patents (1976-2016). Predict the product of the given reaction. (1) Given the reactants [NH:1]1[C:5]2[CH:6]=[CH:7][C:8]([NH2:10])=[CH:9][C:4]=2[N:3]=[CH:2]1.[F:11][C:12]1[CH:29]=[CH:28][C:15]([CH2:16][CH:17]2[CH2:22][CH2:21][N:20]([C:23](=[O:27])[C:24](O)=[O:25])[CH2:19][CH2:18]2)=[CH:14][CH:13]=1, predict the reaction product. The product is: [NH:1]1[C:5]2[CH:6]=[CH:7][C:8]([NH:10][C:24](=[O:25])[C:23]([N:20]3[CH2:19][CH2:18][CH:17]([CH2:16][C:15]4[CH:14]=[CH:13][C:12]([F:11])=[CH:29][CH:28]=4)[CH2:22][CH2:21]3)=[O:27])=[CH:9][C:4]=2[N:3]=[CH:2]1. (2) Given the reactants [NH:1]1[CH:7]([CH2:8][C:9]([OH:11])=[O:10])[C:5](=[O:6])[NH:4][C:2]1=[O:3].OS(O)(=O)=O.[CH3:17]O, predict the reaction product. The product is: [CH3:17][O:10][C:9](=[O:11])[CH2:8][CH:7]1[C:5](=[O:6])[NH:4][C:2](=[O:3])[NH:1]1. (3) Given the reactants Br.[OH:2][C:3]1[CH:13]=[CH:12][C:6]2[CH2:7][CH2:8][NH:9][CH2:10][CH2:11][C:5]=2[CH:4]=1.O.C(N(CC)CC)C.[C:22](O[C:22]([O:24][C:25]([CH3:28])([CH3:27])[CH3:26])=[O:23])([O:24][C:25]([CH3:28])([CH3:27])[CH3:26])=[O:23], predict the reaction product. The product is: [C:25]([O:24][C:22]([N:9]1[CH2:8][CH2:7][C:6]2[CH:12]=[CH:13][C:3]([OH:2])=[CH:4][C:5]=2[CH2:11][CH2:10]1)=[O:23])([CH3:28])([CH3:27])[CH3:26]. (4) Given the reactants [CH2:1]([O:3][C:4](=[O:20])[C:5]1[CH:17]=[C:16]([CH:18]=[O:19])[CH:15]=[C:7]([C:8]([N:10]([CH3:14])[CH2:11][CH2:12][CH3:13])=[O:9])[CH:6]=1)[CH3:2].[CH3:21][Mg]Br, predict the reaction product. The product is: [CH2:1]([O:3][C:4](=[O:20])[C:5]1[CH:17]=[C:16]([CH:18]([OH:19])[CH3:21])[CH:15]=[C:7]([C:8]([N:10]([CH3:14])[CH2:11][CH2:12][CH3:13])=[O:9])[CH:6]=1)[CH3:2].